Task: Predict the product of the given reaction.. Dataset: Forward reaction prediction with 1.9M reactions from USPTO patents (1976-2016) (1) Given the reactants [C:1]([O:5][C:6]([N:8]1[CH2:13][CH2:12][CH2:11][CH2:10][C@@H:9]1[CH2:14][OH:15])=[O:7])([CH3:4])([CH3:3])[CH3:2].[N+:16]([C:19]1[CH:26]=[CH:25][CH:24]=[C:23]([N+]([O-])=O)[C:20]=1[C:21]#[N:22])([O-:18])=[O:17].[H-].[Na+], predict the reaction product. The product is: [C:1]([O:5][C:6]([N:8]1[CH2:13][CH2:12][CH2:11][CH2:10][C@@H:9]1[CH2:14][O:15][C:23]1[CH:24]=[CH:25][CH:26]=[C:19]([N+:16]([O-:18])=[O:17])[C:20]=1[C:21]#[N:22])=[O:7])([CH3:4])([CH3:3])[CH3:2]. (2) Given the reactants [C@@H:1]12[CH2:7][C@@H:4]([CH2:5][CH2:6]1)[CH2:3][CH:2]2C(O)=O.[Br:11]Br.C[C:14]([O:16]C=C)=[O:15].C=CCl.S([O-])([O-])=O.[Na+].[Na+].P(Cl)(Cl)Cl, predict the reaction product. The product is: [Br:11][CH:2]1[CH2:3][C@@H:4]2[CH2:7][C:1]1([C:14]([OH:16])=[O:15])[CH2:6][CH2:5]2. (3) Given the reactants [F:1][C:2]1[CH:3]=[C:4]([C:20]2[C:21]([C:26]#[N:27])=[CH:22][CH:23]=[CH:24][CH:25]=2)[CH:5]=[CH:6][C:7]=1[CH2:8][C:9]1[C:14](=[O:15])[NH:13][C:12]([CH3:16])=[N:11][C:10]=1[CH2:17][CH2:18][CH3:19].Br[CH2:29][C:30](=[O:35])[C:31]([CH3:34])([CH3:33])[CH3:32].C(=O)([O-])[O-].[K+].[K+].CN(C)C=O, predict the reaction product. The product is: [CH3:32][C:31]([CH3:34])([CH3:33])[C:30](=[O:35])[CH2:29][N:13]1[C:14](=[O:15])[C:9]([CH2:8][C:7]2[CH:6]=[CH:5][C:4]([C:20]3[C:21]([C:26]#[N:27])=[CH:22][CH:23]=[CH:24][CH:25]=3)=[CH:3][C:2]=2[F:1])=[C:10]([CH2:17][CH2:18][CH3:19])[N:11]=[C:12]1[CH3:16]. (4) Given the reactants [N:1]1[CH:6]=[CH:5][CH:4]=[CH:3][C:2]=1[C:7]1[C:16]([C:17]2[C:26]3[C:21](=[CH:22][CH:23]=[CH:24][CH:25]=3)[N:20]=[CH:19][CH:18]=2)=[C:10]2[CH2:11][CH2:12][CH2:13][CH:14]([OH:15])[N:9]2[N:8]=1.[C:27](OC(=O)C)(=[O:29])[CH3:28], predict the reaction product. The product is: [C:27]([O:15][CH:14]1[N:9]2[N:8]=[C:7]([C:2]3[CH:3]=[CH:4][CH:5]=[CH:6][N:1]=3)[C:16]([C:17]3[C:26]4[C:21](=[CH:22][CH:23]=[CH:24][CH:25]=4)[N:20]=[CH:19][CH:18]=3)=[C:10]2[CH2:11][CH2:12][CH2:13]1)(=[O:29])[CH3:28].